From a dataset of Catalyst prediction with 721,799 reactions and 888 catalyst types from USPTO. Predict which catalyst facilitates the given reaction. (1) Reactant: [NH2:1][C:2]1[CH:19]=[CH:18][CH:17]=[C:16]([N+:20]([O-:22])=[O:21])[C:3]=1[C:4]([N:6]1[CH2:10][CH2:9][CH2:8][C@:7]1([CH3:15])[C:11]([O:13]C)=[O:12])=[O:5]. Product: [NH2:1][C:2]1[CH:19]=[CH:18][CH:17]=[C:16]([N+:20]([O-:22])=[O:21])[C:3]=1[C:4]([N:6]1[CH2:10][CH2:9][CH2:8][C@:7]1([CH3:15])[C:11]([OH:13])=[O:12])=[O:5]. The catalyst class is: 500. (2) Reactant: [CH3:1][C:2]1[CH:3]=[C:4]([O:9][CH3:10])[CH:5]=[C:6]([CH3:8])[CH:7]=1.Cl[S:12]([OH:15])(=O)=[O:13].[Cl-].[Na+].[CH3:18][NH:19][CH:20](O)[CH3:21].Cl.[OH2:24]. Product: [OH:24][CH2:21][CH2:20][N:19]([CH3:18])[S:12]([C:7]1[C:6]([CH3:8])=[CH:5][C:4]([O:9][CH3:10])=[CH:3][C:2]=1[CH3:1])(=[O:15])=[O:13]. The catalyst class is: 4.